Dataset: Reaction yield outcomes from USPTO patents with 853,638 reactions. Task: Predict the reaction yield, written as a fraction of the theoretical maximum amount of product (1.0 means a 100% yield; for example, 0.34 means a 34% yield). The reactants are [CH3:1][O:2][C:3]1[CH:4]=[C:5]2[C:10](=[CH:11][C:12]=1[O:13][CH3:14])[N:9]=[CH:8][CH:7]=[C:6]2[O:15][C:16]1[CH:22]=[CH:21][C:19]([NH2:20])=[C:18]([CH3:23])[C:17]=1[CH3:24].[CH3:25][O:26][C:27]1[CH:32]=[CH:31][C:30]([N:33]=[C:34]=[O:35])=[CH:29][CH:28]=1. The catalyst is C(Cl)(Cl)Cl. The product is [CH3:1][O:2][C:3]1[CH:4]=[C:5]2[C:10](=[CH:11][C:12]=1[O:13][CH3:14])[N:9]=[CH:8][CH:7]=[C:6]2[O:15][C:16]1[CH:22]=[CH:21][C:19]([NH:20][C:34]([NH:33][C:30]2[CH:31]=[CH:32][C:27]([O:26][CH3:25])=[CH:28][CH:29]=2)=[O:35])=[C:18]([CH3:23])[C:17]=1[CH3:24]. The yield is 0.780.